From a dataset of Forward reaction prediction with 1.9M reactions from USPTO patents (1976-2016). Predict the product of the given reaction. (1) Given the reactants [CH2:1]([C:4]1([S:7]([NH:10][C:11]2[C:16](OC)=[CH:15][C:14]([F:19])=[C:13]([F:20])[C:12]=2[NH:21][C:22]2[CH:27]=[CH:26][C:25]([I:28])=[CH:24][C:23]=2[F:29])(=[O:9])=[O:8])[CH2:6][CH2:5]1)[CH:2]=C.C[N+]1([O-])CC[O:34][CH2:33]C1.CC[O:40]C(C)=O, predict the reaction product. The product is: [F:20][C:13]1[C:12]([NH:21][C:22]2[CH:27]=[CH:26][C:25]([I:28])=[CH:24][C:23]=2[F:29])=[C:11]([NH:10][S:7]([C:4]2([CH2:1][CH:2]([OH:40])[CH2:33][OH:34])[CH2:5][CH2:6]2)(=[O:8])=[O:9])[CH:16]=[CH:15][C:14]=1[F:19]. (2) Given the reactants [CH2:1]([O:4][C:5]([C:7]1[CH:8]=[C:9]2[C:14](=[CH:15][CH:16]=1)[N:13]([CH:17]1[CH2:22][CH2:21][N:20](C(OC(C)(C)C)=O)[CH2:19][CH2:18]1)[CH2:12][C:11](=[O:30])[NH:10]2)=[O:6])[CH:2]=[CH2:3].[ClH:31], predict the reaction product. The product is: [ClH:31].[ClH:31].[CH2:1]([O:4][C:5]([C:7]1[CH:8]=[C:9]2[C:14](=[CH:15][CH:16]=1)[N:13]([CH:17]1[CH2:22][CH2:21][NH:20][CH2:19][CH2:18]1)[CH2:12][C:11](=[O:30])[NH:10]2)=[O:6])[CH:2]=[CH2:3]. (3) Given the reactants [NH2:1][C@@H:2]1[C:11]2[C:6](=[CH:7][CH:8]=[CH:9][CH:10]=2)[C@H:5]([O:12][C:13]2[CH:14]=[CH:15][C:16]3[N:17]([C:19]([N:22]([CH3:28])[CH2:23][CH2:24][N:25]([CH3:27])[CH3:26])=[N:20][N:21]=3)[CH:18]=2)[CH2:4][CH2:3]1.ClC(Cl)(Cl)C[O:32][C:33](=O)[NH:34][C:35]1[N:36]([C:44]2[CH:49]=[CH:48][C:47]([CH3:50])=[CH:46][CH:45]=2)[N:37]=[C:38]([C:40]([CH3:43])([CH3:42])[CH3:41])[CH:39]=1.CCN(C(C)C)C(C)C.N, predict the reaction product. The product is: [C:40]([C:38]1[CH:39]=[C:35]([NH:34][C:33]([NH:1][C@@H:2]2[C:11]3[C:6](=[CH:7][CH:8]=[CH:9][CH:10]=3)[C@H:5]([O:12][C:13]3[CH:14]=[CH:15][C:16]4[N:17]([C:19]([N:22]([CH2:23][CH2:24][N:25]([CH3:27])[CH3:26])[CH3:28])=[N:20][N:21]=4)[CH:18]=3)[CH2:4][CH2:3]2)=[O:32])[N:36]([C:44]2[CH:49]=[CH:48][C:47]([CH3:50])=[CH:46][CH:45]=2)[N:37]=1)([CH3:43])([CH3:41])[CH3:42]. (4) Given the reactants [C:1]([NH:5][S:6]([C:9]1[CH:10]=[C:11]([C:16]2[C:21]([C:22]([F:25])([F:24])[F:23])=[CH:20][C:19]([N:26]=[C:27]=[S:28])=[CH:18][C:17]=2[Cl:29])[CH:12]=[CH:13][C:14]=1[CH3:15])(=[O:8])=[O:7])([CH3:4])([CH3:3])[CH3:2].[N:30]#[C:31][NH2:32].[Na].[CH3:34]O.CI, predict the reaction product. The product is: [C:1]([NH:5][S:6]([C:9]1[CH:10]=[C:11]([C:16]2[C:21]([C:22]([F:24])([F:25])[F:23])=[CH:20][C:19]([N:26]([NH:30][C:31]#[N:32])[CH2:27][S:28][CH3:34])=[CH:18][C:17]=2[Cl:29])[CH:12]=[CH:13][C:14]=1[CH3:15])(=[O:7])=[O:8])([CH3:4])([CH3:2])[CH3:3].